From a dataset of Full USPTO retrosynthesis dataset with 1.9M reactions from patents (1976-2016). Predict the reactants needed to synthesize the given product. Given the product [CH3:20][C:18]1[C:15]([CH3:17])([CH3:16])[C:4]2[C:3](=[CH:8][C:7]([C:9]([OH:11])=[O:10])=[CH:6][C:5]=2[C:12]([OH:14])=[O:13])[N:1]=1, predict the reactants needed to synthesize it. The reactants are: [NH:1]([C:3]1[CH:4]=[C:5]([C:12]([OH:14])=[O:13])[CH:6]=[C:7]([C:9]([OH:11])=[O:10])[CH:8]=1)N.[CH:15]([C:18]([CH3:20])=O)([CH3:17])[CH3:16].